Predict the reaction yield, written as a fraction of the theoretical maximum amount of product (1.0 means a 100% yield; for example, 0.34 means a 34% yield). From a dataset of Reaction yield outcomes from USPTO patents with 853,638 reactions. (1) The yield is 0.890. The product is [Cl:18][C:19]1[CH:20]=[C:21]([C:2]2[CH:7]=[CH:6][CH:5]=[CH:4][C:3]=2[C:8]2[CH:13]=[CH:12][C:11]([S:14]([CH3:17])(=[O:16])=[O:15])=[CH:10][CH:9]=2)[CH:22]=[CH:23][C:24]=1[F:25]. No catalyst specified. The reactants are Br[C:2]1[CH:7]=[CH:6][CH:5]=[CH:4][C:3]=1[C:8]1[CH:13]=[CH:12][C:11]([S:14]([CH3:17])(=[O:16])=[O:15])=[CH:10][CH:9]=1.[Cl:18][C:19]1[CH:20]=[C:21](B(O)O)[CH:22]=[CH:23][C:24]=1[F:25]. (2) The reactants are [NH2:1][C:2]1[C:7]([NH:8][C:9]2[CH:14]=[CH:13][C:12]([I:15])=[CH:11][C:10]=2[F:16])=[C:6]([CH3:17])[C:5](=[O:18])[N:4]2[CH2:19][CH2:20][O:21][C:3]=12.[O:22]1[CH2:25][CH:24]([CH2:26][CH2:27][S:28](Cl)(=[O:30])=[O:29])[CH2:23]1. The catalyst is N1C=CC=CC=1. The product is [F:16][C:10]1[CH:11]=[C:12]([I:15])[CH:13]=[CH:14][C:9]=1[NH:8][C:7]1[C:2]([NH:1][S:28]([CH2:27][CH2:26][CH:24]2[CH2:25][O:22][CH2:23]2)(=[O:30])=[O:29])=[C:3]2[O:21][CH2:20][CH2:19][N:4]2[C:5](=[O:18])[C:6]=1[CH3:17]. The yield is 0.0900. (3) The reactants are [NH2:1][C:2]1[C:10]([Cl:11])=[CH:9][C:5]([C:6]([OH:8])=[O:7])=[C:4]([O:12][CH3:13])[CH:3]=1.Cl.C(N=C=NCCCN(C)C)C.[C:26](O)([CH3:29])([CH3:28])[CH3:27]. No catalyst specified. The product is [NH2:1][C:2]1[C:10]([Cl:11])=[CH:9][C:5]([C:6]([O:8][C:26]([CH3:29])([CH3:28])[CH3:27])=[O:7])=[C:4]([O:12][CH3:13])[CH:3]=1. The yield is 0.760. (4) The reactants are [CH3:1][C:2]([O:4]C(C)=O)=[O:3].[CH2:8]([C:13]1[CH:22]=[CH:21][CH:20]=[CH:19][C:14]=1[CH:15]=CC=O)[CH2:9][CH2:10][CH2:11][CH3:12].C([O-])([O-])=O.[Na+].[Na+].[Na+].[Cl-].[CH3:31][C:32](O)=O. The catalyst is CCOCC.O. The product is [C:2]([O:4][CH:8]1[C:13]2[C:14](=[CH:19][CH:20]=[CH:21][CH:22]=2)[CH:15]=[C:9]1[CH2:10][CH2:11][CH2:12][CH2:31][CH3:32])(=[O:3])[CH3:1]. The yield is 0.870. (5) The reactants are O=[C:2]1[N:21]([CH:22]2[CH2:27][CH2:26][O:25][CH2:24][CH2:23]2)[C:5]2=[N:6][C:7]([C:10]3[CH:11]=[N:12][N:13]4[CH:18]=[CH:17][C:16]([C:19]#[N:20])=[CH:15][C:14]=34)=[CH:8][CH:9]=[C:4]2[NH:3]1.[C:28](OCC)(OCC)(OCC)C.C(Cl)Cl.CO. The catalyst is CCO. The product is [CH3:28][C:2]1[N:21]([CH:22]2[CH2:27][CH2:26][O:25][CH2:24][CH2:23]2)[C:5]2=[N:6][C:7]([C:10]3[CH:11]=[N:12][N:13]4[CH:18]=[CH:17][C:16]([C:19]#[N:20])=[CH:15][C:14]=34)=[CH:8][CH:9]=[C:4]2[N:3]=1. The yield is 0.150.